This data is from Reaction yield outcomes from USPTO patents with 853,638 reactions. The task is: Predict the reaction yield, written as a fraction of the theoretical maximum amount of product (1.0 means a 100% yield; for example, 0.34 means a 34% yield). (1) The reactants are [CH3:1][O:2][C:3]1[CH:4]=[C:5]2[C:9](=[CH:10][CH:11]=1)[NH:8][C:7]([C:12]([O:14][CH2:15][CH3:16])=[O:13])=[CH:6]2.[C:17](=O)([O-])[O-].[K+].[K+].S(OC)(OC)(=O)=O. The catalyst is C(#N)C. The product is [CH3:1][O:2][C:3]1[CH:4]=[C:5]2[C:9](=[CH:10][CH:11]=1)[N:8]([CH3:17])[C:7]([C:12]([O:14][CH2:15][CH3:16])=[O:13])=[CH:6]2. The yield is 0.910. (2) The product is [Br:13][C:14]1[CH:15]=[CH:16][CH:17]=[C:18]2[C:22]=1[N:21]([C:10](=[O:12])[CH2:9][C:5]1[CH:6]=[CH:7][CH:8]=[C:3]([O:2][CH3:1])[CH:4]=1)[CH2:20][CH2:19]2. The catalyst is C(Cl)Cl. The yield is 0.510. The reactants are [CH3:1][O:2][C:3]1[CH:4]=[C:5]([CH2:9][C:10]([OH:12])=O)[CH:6]=[CH:7][CH:8]=1.[Br:13][C:14]1[CH:15]=[CH:16][CH:17]=[C:18]2[C:22]=1[NH:21][CH2:20][CH2:19]2.CN(C)CCCN=C=NCC.C([O-])(O)=O.[Na+]. (3) The reactants are [F:1][C:2]1[CH:7]=[CH:6][C:5]([C@:8]2([CH2:29][CH2:30][CH2:31][OH:32])[O:13][C:12](=[O:14])[N:11]([C@H:15]3[CH2:20][CH2:19][CH2:18][N:17]([C:21]4[CH:28]=[CH:27][C:24]([C:25]#[N:26])=[CH:23][N:22]=4)[CH2:16]3)[CH2:10][CH2:9]2)=[CH:4][CH:3]=1.OO.C([O-])([O-])=[O:36].[K+].[K+].O. The catalyst is CS(C)=O.CCOC(C)=O. The product is [F:1][C:2]1[CH:7]=[CH:6][C:5]([C@:8]2([CH2:29][CH2:30][CH2:31][OH:32])[O:13][C:12](=[O:14])[N:11]([C@H:15]3[CH2:20][CH2:19][CH2:18][N:17]([C:21]4[CH:28]=[CH:27][C:24]([C:25]([NH2:26])=[O:36])=[CH:23][N:22]=4)[CH2:16]3)[CH2:10][CH2:9]2)=[CH:4][CH:3]=1. The yield is 0.790. (4) The yield is 0.290. The catalyst is ClCCl. The product is [CH2:1]1[C:5]2([CH2:10][CH2:9][O:8][CH2:7][CH2:6]2)[CH2:4][C@@H:3]([C:11]([O:13][CH2:14][CH3:15])=[O:12])[N:2]1[C:31]([O:30][CH2:23][C:24]1[CH:29]=[CH:28][CH:27]=[CH:26][CH:25]=1)=[O:32]. The reactants are [CH2:1]1[C:5]2([CH2:10][CH2:9][O:8][CH2:7][CH2:6]2)[CH2:4][CH:3]([C:11]([O:13][CH2:14][CH3:15])=[O:12])[NH:2]1.C(N(CC)CC)C.[CH2:23]([O:30][C:31](Cl)=[O:32])[C:24]1[CH:29]=[CH:28][CH:27]=[CH:26][CH:25]=1.